This data is from Reaction yield outcomes from USPTO patents with 853,638 reactions. The task is: Predict the reaction yield, written as a fraction of the theoretical maximum amount of product (1.0 means a 100% yield; for example, 0.34 means a 34% yield). (1) The reactants are [OH:1][CH2:2][C:3]1[S:7][C:6]([C:8]2[NH:12][C:11]([CH:13]([C:21]3[CH:29]=[CH:28][C:24]([C:25](O)=[O:26])=[CH:23][CH:22]=3)[CH2:14][CH:15]3[CH2:20][CH2:19][O:18][CH2:17][CH2:16]3)=[CH:10][CH:9]=2)=[N:5][CH:4]=1.Cl.C(N=C=N[CH2:36][CH2:37][CH2:38][N:39](C)C)C.ON1C2C=CC=CC=2N=N1.CN1CCOCC1.C1(N)CC1. The catalyst is CN(C)C=O.C(OCC)(=O)C. The product is [CH:38]1([NH:39][C:25](=[O:26])[C:24]2[CH:23]=[CH:22][C:21]([CH:13]([C:11]3[NH:12][C:8]([C:6]4[S:7][C:3]([CH2:2][OH:1])=[CH:4][N:5]=4)=[CH:9][CH:10]=3)[CH2:14][CH:15]3[CH2:16][CH2:17][O:18][CH2:19][CH2:20]3)=[CH:29][CH:28]=2)[CH2:36][CH2:37]1. The yield is 0.710. (2) The reactants are [Cl:1][C:2]1[C:11]([F:12])=[CH:10][C:9]([N+:13]([O-])=O)=[C:8]2[C:3]=1[CH:4]=[CH:5][CH:6]=[N:7]2.O.NN. The catalyst is [Ni].CO. The product is [Cl:1][C:2]1[C:11]([F:12])=[CH:10][C:9]([NH2:13])=[C:8]2[C:3]=1[CH:4]=[CH:5][CH:6]=[N:7]2. The yield is 0.490. (3) The reactants are Br[C:2]1[CH:7]=[CH:6][C:5]([CH2:8][C:9]([NH:11][C:12]2[CH:13]=[N:14][C:15]([O:22][CH2:23][CH2:24][N:25]([CH3:27])[CH3:26])=[C:16]([C:18]([F:21])([F:20])[F:19])[CH:17]=2)=[O:10])=[C:4]([F:28])[CH:3]=1.[CH3:29][C:30]1([CH3:46])[C:34]([CH3:36])([CH3:35])[O:33][B:32]([B:32]2[O:33][C:34]([CH3:36])([CH3:35])[C:30]([CH3:46])([CH3:29])[O:31]2)[O:31]1.C([O-])(=O)C.[K+]. The catalyst is O1CCOCC1.C1C=CC(P(C2C=CC=CC=2)[C-]2C=CC=C2)=CC=1.C1C=CC(P(C2C=CC=CC=2)[C-]2C=CC=C2)=CC=1.Cl[Pd]Cl.[Fe+2]. The yield is 0.354. The product is [CH3:26][N:25]([CH3:27])[CH2:24][CH2:23][O:22][C:15]1[N:14]=[CH:13][C:12]([NH:11][C:9](=[O:10])[CH2:8][C:5]2[CH:6]=[CH:7][C:2]([B:32]3[O:33][C:34]([CH3:36])([CH3:35])[C:30]([CH3:46])([CH3:29])[O:31]3)=[CH:3][C:4]=2[F:28])=[CH:17][C:16]=1[C:18]([F:21])([F:20])[F:19]. (4) The reactants are [F:1][C:2]1(F)[C:10]2[C:5](=[CH:6][CH:7]=[C:8]([S:11]([CH3:14])(=[O:13])=[O:12])[CH:9]=2)[NH:4][C:3]1=O.BF.Cl.[OH-].[Na+]. The catalyst is C1COCC1. The product is [F:1][C:2]1[C:10]2[C:5](=[CH:6][CH:7]=[C:8]([S:11]([CH3:14])(=[O:12])=[O:13])[CH:9]=2)[NH:4][CH:3]=1. The yield is 0.523. (5) The reactants are [NH:1]1[CH:5]=[C:4]([C:6]2[C:7]([NH2:12])=[N:8][CH:9]=[CH:10][CH:11]=2)[CH:3]=[N:2]1.[H-].[Na+].Cl[CH2:16][C:17]1[CH:18]=[CH:19][C:20]([O:23][C:24]2[CH:29]=[CH:28][CH:27]=[CH:26][CH:25]=2)=[N:21][CH:22]=1. The catalyst is CN(C)C=O. The product is [O:23]([C:20]1[N:21]=[CH:22][C:17]([CH2:16][N:1]2[CH:5]=[C:4]([C:6]3[C:7]([NH2:12])=[N:8][CH:9]=[CH:10][CH:11]=3)[CH:3]=[N:2]2)=[CH:18][CH:19]=1)[C:24]1[CH:25]=[CH:26][CH:27]=[CH:28][CH:29]=1. The yield is 0.582. (6) The reactants are O1[C:5]2([CH2:10][CH2:9][CH:8]([N:11]3[C:16](=[O:17])[C:15]([CH:18]([C:20]4[CH:25]=[CH:24][C:23]([C:26]5[C:27]([C:32]#[N:33])=[CH:28][CH:29]=[CH:30][CH:31]=5)=[CH:22][CH:21]=4)[CH3:19])=[C:14]([CH2:34][CH2:35][CH3:36])[N:13]4[N:37]=[CH:38][CH:39]=[C:12]34)[CH2:7][CH2:6]2)[O:4]CC1.Cl.[OH-].[Na+]. The catalyst is O1CCCC1.C(OCC)(=O)C. The product is [OH:4][C@H:5]1[CH2:6][CH2:7][C@H:8]([N:11]2[C:16](=[O:17])[C:15]([CH:18]([C:20]3[CH:25]=[CH:24][C:23]([C:26]4[C:27]([C:32]#[N:33])=[CH:28][CH:29]=[CH:30][CH:31]=4)=[CH:22][CH:21]=3)[CH3:19])=[C:14]([CH2:34][CH2:35][CH3:36])[N:13]3[N:37]=[CH:38][CH:39]=[C:12]23)[CH2:9][CH2:10]1. The yield is 0.990. (7) The reactants are [OH:1][N:2]=[C:3]([NH2:14])[CH2:4][C:5]1[CH:10]=[CH:9][C:8]([N+:11]([O-:13])=[O:12])=[CH:7][CH:6]=1.CN(C)C(=O)C.[C:21](Cl)(=O)[CH2:22][CH3:23]. The catalyst is O. The product is [CH2:22]([C:23]1[O:1][N:2]=[C:3]([CH2:4][C:5]2[CH:6]=[CH:7][C:8]([N+:11]([O-:13])=[O:12])=[CH:9][CH:10]=2)[N:14]=1)[CH3:21]. The yield is 0.600. (8) The reactants are [F:1][C:2]1[CH:3]=[C:4]([CH:29]=[CH:30][CH:31]=1)[O:5][C:6]1[CH:28]=[CH:27][C:9]([O:10][C:11]2[N:19]=[CH:18][C:17]([NH:20][CH:21]3[CH2:26][CH2:25][NH:24][CH2:23][CH2:22]3)=[CH:16][C:12]=2[C:13]([NH2:15])=[O:14])=[CH:8][CH:7]=1.C(N(CC)C(C)C)(C)C.[C:41](Cl)(=[O:44])[CH:42]=[CH2:43]. The catalyst is C(Cl)Cl. The product is [C:41]([N:24]1[CH2:23][CH2:22][CH:21]([NH:20][C:17]2[CH:18]=[N:19][C:11]([O:10][C:9]3[CH:27]=[CH:28][C:6]([O:5][C:4]4[CH:29]=[CH:30][CH:31]=[C:2]([F:1])[CH:3]=4)=[CH:7][CH:8]=3)=[C:12]([CH:16]=2)[C:13]([NH2:15])=[O:14])[CH2:26][CH2:25]1)(=[O:44])[CH:42]=[CH2:43]. The yield is 0.147.